From a dataset of Reaction yield outcomes from USPTO patents with 853,638 reactions. Predict the reaction yield, written as a fraction of the theoretical maximum amount of product (1.0 means a 100% yield; for example, 0.34 means a 34% yield). (1) The reactants are [CH3:1][O:2][C:3]1[C:4](C(O)=O)=[CH:5][C:6]2[C:11]([CH:12]=1)=[CH:10][CH:9]=[CH:8][CH:7]=2.CC[N:18]([CH2:21]C)CC.C1C=CC(P(N=[N+]=[N-])(C2C=CC=CC=2)=[O:30])=CC=1.[CH2:40]([OH:47])[C:41]1[CH:46]=[CH:45][CH:44]=[CH:43][CH:42]=1. The catalyst is C1(C)C=CC=CC=1. The product is [C:21]([NH:18][C:5]1[C:6]2[C:11](=[CH:10][CH:9]=[CH:8][CH:7]=2)[CH:12]=[C:3]([O:2][CH3:1])[CH:4]=1)([O:47][CH2:40][C:41]1[CH:46]=[CH:45][CH:44]=[CH:43][CH:42]=1)=[O:30]. The yield is 1.00. (2) The reactants are [C:1]([N:3]=[C:4]([N:6]([CH2:8][C:9]#[N:10])[CH3:7])[CH3:5])#[N:2].C([O-])C.[Na+]. The catalyst is C(O)C. The product is [NH2:2][C:1]1[N:3]=[C:4]([CH3:5])[N:6]([CH3:7])[C:8]=1[C:9]#[N:10]. The yield is 0.610. (3) The catalyst is Cl[Pd](Cl)([P](C1C=CC=CC=1)(C1C=CC=CC=1)C1C=CC=CC=1)[P](C1C=CC=CC=1)(C1C=CC=CC=1)C1C=CC=CC=1.[Cu]I. The reactants are Br[C:2]1[CH:3]=[C:4]([C:9]2[O:13][N:12]=[C:11]([C:14]3[CH:19]=[CH:18][C:17]([O:20][CH:21]([CH3:23])[CH3:22])=[C:16]([Cl:24])[CH:15]=3)[N:10]=2)[CH:5]=[CH:6][C:7]=1[F:8].[C:25]([Si:27]([CH3:30])([CH3:29])[CH3:28])#[CH:26].C(N(CC)CC)C. The product is [Cl:24][C:16]1[CH:15]=[C:14]([C:11]2[N:10]=[C:9]([C:4]3[CH:5]=[CH:6][C:7]([F:8])=[C:2]([C:26]#[C:25][Si:27]([CH3:30])([CH3:29])[CH3:28])[CH:3]=3)[O:13][N:12]=2)[CH:19]=[CH:18][C:17]=1[O:20][CH:21]([CH3:23])[CH3:22]. The yield is 0.510. (4) The reactants are Cl[C:2]1[N:11]=[C:10]([N:12]2[CH2:17][CH2:16][O:15][CH2:14][CH2:13]2)[C:9]2[C:4](=[CH:5][C:6]([C:18]3[O:19][C:20]([CH3:23])=[CH:21][CH:22]=3)=[CH:7][CH:8]=2)[N:3]=1.[CH3:24][N:25]([CH3:53])[C:26](=[O:52])[C:27]1[CH:32]=[CH:31][C:30]([NH:33][C:34]([NH:36][C:37]2[CH:42]=[CH:41][C:40](B3OC(C)(C)C(C)(C)O3)=[CH:39][CH:38]=2)=[O:35])=[CH:29][CH:28]=1.C(=O)([O-])[O-].[Na+].[Na+].C1(C)C=CC=CC=1. The catalyst is O.CCO. The product is [CH3:24][N:25]([CH3:53])[C:26](=[O:52])[C:27]1[CH:32]=[CH:31][C:30]([NH:33][C:34]([NH:36][C:37]2[CH:38]=[CH:39][C:40]([C:2]3[N:11]=[C:10]([N:12]4[CH2:17][CH2:16][O:15][CH2:14][CH2:13]4)[C:9]4[C:4](=[CH:5][C:6]([C:18]5[O:19][C:20]([CH3:23])=[CH:21][CH:22]=5)=[CH:7][CH:8]=4)[N:3]=3)=[CH:41][CH:42]=2)=[O:35])=[CH:29][CH:28]=1. The yield is 0.270.